This data is from Peptide-MHC class II binding affinity with 134,281 pairs from IEDB. The task is: Regression. Given a peptide amino acid sequence and an MHC pseudo amino acid sequence, predict their binding affinity value. This is MHC class II binding data. (1) The binding affinity (normalized) is 0.336. The peptide sequence is TPEAKFDSFVASLTE. The MHC is DRB1_0404 with pseudo-sequence DRB1_0404. (2) The peptide sequence is AFILDNDNLFPKV. The MHC is DRB3_0101 with pseudo-sequence DRB3_0101. The binding affinity (normalized) is 0.854. (3) The peptide sequence is YLGLLSQRTRDIYIS. The MHC is DRB5_0101 with pseudo-sequence DRB5_0101. The binding affinity (normalized) is 0.710. (4) The peptide sequence is TCDDPRFQDSSSSKAPPPSLPSPSRLPGPSDTPILPQ. The MHC is DRB1_0101 with pseudo-sequence DRB1_0101. The binding affinity (normalized) is 0. (5) The peptide sequence is PQQVCRNFMVQVVLS. The MHC is DRB1_0101 with pseudo-sequence DRB1_0101. The binding affinity (normalized) is 0.599. (6) The peptide sequence is GGLPLAGAGGAGAGP. The MHC is DRB1_1101 with pseudo-sequence DRB1_1101. The binding affinity (normalized) is 0. (7) The peptide sequence is EVIPTAFKIGKTYTP. The MHC is DRB1_1001 with pseudo-sequence DRB1_1001. The binding affinity (normalized) is 0.374. (8) The peptide sequence is QNLARTISEAGQAMA. The MHC is DRB1_0901 with pseudo-sequence DRB1_0901. The binding affinity (normalized) is 0.506. (9) The peptide sequence is DVLREPHLYTFSFRN. The MHC is HLA-DQA10401-DQB10402 with pseudo-sequence HLA-DQA10401-DQB10402. The binding affinity (normalized) is 0.272. (10) The peptide sequence is NDAIKASTGGAYESY. The MHC is DRB1_1302 with pseudo-sequence DRB1_1302. The binding affinity (normalized) is 0.834.